From a dataset of Full USPTO retrosynthesis dataset with 1.9M reactions from patents (1976-2016). Predict the reactants needed to synthesize the given product. (1) Given the product [Cl:1][C:2]1[C:7]([C:8]2[CH:13]=[CH:12][CH:11]=[C:10]([CH2:14][CH3:15])[CH:9]=2)=[C:6]([C@H:16]([O:30][CH2:35][CH2:34][NH:33][C:36]([O:38][CH3:39])=[O:37])[C@@H:17]2[CH2:22][CH2:21][CH2:20][N:19]([C:23]([O:25][C:26]([CH3:29])([CH3:28])[CH3:27])=[O:24])[CH2:18]2)[CH:5]=[CH:4][CH:3]=1, predict the reactants needed to synthesize it. The reactants are: [Cl:1][C:2]1[C:7]([C:8]2[CH:13]=[CH:12][CH:11]=[C:10]([CH2:14][CH3:15])[CH:9]=2)=[C:6]([C@H:16]([OH:30])[C@@H:17]2[CH2:22][CH2:21][CH2:20][N:19]([C:23]([O:25][C:26]([CH3:29])([CH3:28])[CH3:27])=[O:24])[CH2:18]2)[CH:5]=[CH:4][CH:3]=1.O1[CH2:35][CH2:34][N:33]([C:36]([O:38][CH3:39])=[O:37])S1(=O)=O. (2) Given the product [Cl:11][C:10]1[CH:9]=[CH:8][CH:7]=[C:3]2[C:2]=1[N:1]=[C:15]([C:14]1[CH:18]=[CH:19][CH:20]=[CH:21][C:13]=1[Cl:12])[N:6]=[C:4]2[N:22]1[CH2:26][CH2:25][CH2:24][CH2:23]1, predict the reactants needed to synthesize it. The reactants are: [NH2:1][C:2]1[C:10]([Cl:11])=[CH:9][CH:8]=[CH:7][C:3]=1[C:4]([NH2:6])=O.[Cl:12][C:13]1[CH:21]=[CH:20][CH:19]=[CH:18][C:14]=1[C:15](Cl)=O.[NH:22]1[CH2:26][CH2:25][CH2:24][CH2:23]1.